Task: Binary Classification. Given a T-cell receptor sequence (or CDR3 region) and an epitope sequence, predict whether binding occurs between them.. Dataset: TCR-epitope binding with 47,182 pairs between 192 epitopes and 23,139 TCRs (1) The epitope is KLSYGIATV. The TCR CDR3 sequence is CASSWNGQGKDSEAFF. Result: 0 (the TCR does not bind to the epitope). (2) The epitope is NLVPMVATV. The TCR CDR3 sequence is CASSGQGATEAFF. Result: 1 (the TCR binds to the epitope).